From a dataset of Forward reaction prediction with 1.9M reactions from USPTO patents (1976-2016). Predict the product of the given reaction. (1) Given the reactants CN(C)C=O.[NH2:6][N:7]1[CH:11]=[CH:10][CH:9]=[N:8]1.[Cl:12][C:13]1[CH:14]=[C:15]([C:20]2([C:35]([F:38])([F:37])[F:36])[O:24][N:23]=[C:22]([C:25]3[CH:33]=[CH:32][C:28]([C:29](Cl)=[O:30])=[C:27]([CH3:34])[CH:26]=3)[CH2:21]2)[CH:16]=[C:17]([Cl:19])[CH:18]=1.C(OCC)(=O)C, predict the reaction product. The product is: [Cl:12][C:13]1[CH:14]=[C:15]([C:20]2([C:35]([F:37])([F:36])[F:38])[O:24][N:23]=[C:22]([C:25]3[CH:33]=[CH:32][C:28]([C:29]([NH:6][N:7]4[CH:11]=[CH:10][CH:9]=[N:8]4)=[O:30])=[C:27]([CH3:34])[CH:26]=3)[CH2:21]2)[CH:16]=[C:17]([Cl:19])[CH:18]=1. (2) Given the reactants [O-:1][S:2]([C:5]([F:8])([F:7])[F:6])(=[O:4])=[O:3].[CH3:9][N+:10]1[C:19]2[C:14](=[CH:15][CH:16]=[CH:17][CH:18]=2)[CH:13]=[CH:12][C:11]=1[CH3:20].[CH3:21][C:22]1[N:23]([C:30]2[CH:35]=[CH:34][CH:33]=[CH:32][CH:31]=2)[C:24]([CH3:29])=[CH:25][C:26]=1[CH:27]=O, predict the reaction product. The product is: [O-:4][S:2]([C:5]([F:8])([F:7])[F:6])(=[O:3])=[O:1].[CH3:21][C:22]1[N:23]([C:30]2[CH:35]=[CH:34][CH:33]=[CH:32][CH:31]=2)[C:24]([CH3:29])=[CH:25][C:26]=1/[CH:27]=[CH:20]/[C:11]1[CH:12]=[CH:13][C:14]2[C:19](=[CH:18][CH:17]=[CH:16][CH:15]=2)[N+:10]=1[CH3:9]. (3) Given the reactants [C:1]([O:5][C:6](=[O:38])[NH:7][C@H:8]([C@@H:29]1[CH2:33][C@@H:32]([CH:34]([CH3:36])[CH3:35])[C:31](=[O:37])[O:30]1)[CH2:9][C@H:10]([CH2:14][C:15]1[CH:20]=[C:19]([O:21][CH2:22][CH2:23][CH2:24][O:25][CH3:26])[CH:18]=[C:17]([O:27][CH3:28])[CH:16]=1)[CH:11]([CH3:13])[CH3:12])([CH3:4])([CH3:3])[CH3:2], predict the reaction product. The product is: [C:1]([O:5][C:6](=[O:38])[NH:7][C@@H:8]([CH2:9][C@H:10]([CH2:14][C:15]1[CH:20]=[C:19]([O:21][CH2:22][CH2:23][CH2:24][O:25][CH3:26])[CH:18]=[C:17]([O:27][CH3:28])[CH:16]=1)[CH:11]([CH3:12])[CH3:13])[C@@H:29]([OH:30])[CH2:33][C@H:32]([C:31](=[O:37])[NH:7][CH2:8][C@@H:29]1[CH2:33][CH2:32][CH2:31][O:30]1)[CH:34]([CH3:36])[CH3:35])([CH3:4])([CH3:2])[CH3:3]. (4) Given the reactants [C:1]([C:5]1[O:9][N:8]=[C:7]([NH:10][C:11]([NH:13][C:14]2[CH:19]=[CH:18][C:17]([O:20][C:21]3[CH:26]=[CH:25][CH:24]=[C:23](C(O)=O)[CH:22]=3)=[CH:16][CH:15]=2)=[O:12])[CH:6]=1)([CH3:4])([CH3:3])[CH3:2].CC[N:32]([CH2:35]C)CC.C1C=CC(P(N=[N+]=[N-])(C2C=CC=CC=2)=[O:44])=CC=1.[CH2:54]([OH:61])[C:55]1[CH:60]=[CH:59][CH:58]=[CH:57][CH:56]=1.Cl, predict the reaction product. The product is: [C:1]([C:5]1[O:9][N:8]=[C:7]([NH:10][C:11]([NH:13][C:14]2[CH:19]=[CH:18][C:17]([O:20][C:21]3[CH:26]=[CH:25][CH:24]=[C:23]([NH:32][C:35]([O:61][CH2:54][C:55]4[CH:60]=[CH:59][CH:58]=[CH:57][CH:56]=4)=[O:44])[CH:22]=3)=[CH:16][CH:15]=2)=[O:12])[CH:6]=1)([CH3:3])([CH3:4])[CH3:2]. (5) Given the reactants [CH:1]1([C:5]2[N:6]=[C:7]([CH2:10][CH2:11][C:12]3[CH:40]=[CH:39][N:15]4[C:16](=[O:38])[C:17](/[CH:29]=[CH:30]/[C:31]([O:33][C:34]([CH3:37])([CH3:36])[CH3:35])=[O:32])=[C:18]([N:20]5[CH2:25][CH2:24][CH2:23][CH:22]([O:26]C=O)[CH2:21]5)[N:19]=[C:14]4[CH:13]=3)[S:8][CH:9]=2)[CH2:4][CH2:3][CH2:2]1.C[O-].[Na+].C(Cl)(Cl)Cl, predict the reaction product. The product is: [CH:1]1([C:5]2[N:6]=[C:7]([CH2:10][CH2:11][C:12]3[CH:40]=[CH:39][N:15]4[C:16](=[O:38])[C:17](/[CH:29]=[CH:30]/[C:31]([O:33][C:34]([CH3:37])([CH3:35])[CH3:36])=[O:32])=[C:18]([N:20]5[CH2:25][CH2:24][CH2:23][CH:22]([OH:26])[CH2:21]5)[N:19]=[C:14]4[CH:13]=3)[S:8][CH:9]=2)[CH2:4][CH2:3][CH2:2]1.